From a dataset of Reaction yield outcomes from USPTO patents with 853,638 reactions. Predict the reaction yield, written as a fraction of the theoretical maximum amount of product (1.0 means a 100% yield; for example, 0.34 means a 34% yield). (1) The reactants are [F:1][C:2]1[CH:3]=[C:4]([C:10]2[N:11]=[C:12](SC)[C:13]3[CH:18]=[CH:17][N:16]([C:19]4[CH:24]=[CH:23][C:22]([CH2:25][C:26]([O:28][C:29]([CH3:32])([CH3:31])[CH3:30])=[O:27])=[CH:21][CH:20]=4)[C:14]=3[N:15]=2)[CH:5]=[CH:6][C:7]=1[O:8][CH3:9].[C:35](O)(=O)C.O.C(O)C.O[O:44][S:45]([O-:47])=O.[K+]. The catalyst is ClCCl. The product is [F:1][C:2]1[CH:3]=[C:4]([C:10]2[N:11]=[C:12]([S:45]([CH3:35])(=[O:47])=[O:44])[C:13]3[CH:18]=[CH:17][N:16]([C:19]4[CH:24]=[CH:23][C:22]([CH2:25][C:26]([O:28][C:29]([CH3:32])([CH3:31])[CH3:30])=[O:27])=[CH:21][CH:20]=4)[C:14]=3[N:15]=2)[CH:5]=[CH:6][C:7]=1[O:8][CH3:9]. The yield is 0.320. (2) The reactants are Cl.[CH2:2]([O:4][C:5](=[O:15])[C@H:6]([CH2:8][C:9]1[CH:14]=[CH:13][CH:12]=[CH:11][CH:10]=1)[NH2:7])[CH3:3].[C:16](=O)(O)[O-:17].[Na+].C(Cl)(Cl)=O.C1(C)C=CC=CC=1. The catalyst is C(Cl)Cl. The product is [CH2:2]([O:4][C:5](=[O:15])[CH:6]([N:7]=[C:16]=[O:17])[CH2:8][C:9]1[CH:14]=[CH:13][CH:12]=[CH:11][CH:10]=1)[CH3:3]. The yield is 0.950. (3) The reactants are [Br:1][C:2]1[CH:7]=[CH:6][CH:5]=[C:4](I)[CH:3]=1.[NH:9]1[CH:13]=[CH:12][CH:11]=[N:10]1.[C@H]1(N)CCCC[C@@H]1N.C(=O)([O-])[O-].[K+].[K+]. The catalyst is O1CCOCC1.[Cu]I. The product is [Br:1][C:2]1[CH:3]=[C:4]([N:9]2[CH:13]=[CH:12][CH:11]=[N:10]2)[CH:5]=[CH:6][CH:7]=1. The yield is 0.510. (4) The reactants are [OH-].[Li+].[CH2:3]([O:10][C:11]1[CH:16]=[CH:15][C:14]([S:17]([NH:20][CH2:21][C@H:22]([N:27]2[CH2:32][CH2:31][N:30]([S:33]([CH3:36])(=[O:35])=[O:34])[CH2:29][CH2:28]2)[C:23]([O:25]C)=[O:24])(=[O:19])=[O:18])=[CH:13][CH:12]=1)[C:4]1[CH:9]=[CH:8][CH:7]=[CH:6][CH:5]=1. The catalyst is O1CCCC1.O. The product is [CH2:3]([O:10][C:11]1[CH:12]=[CH:13][C:14]([S:17]([NH:20][CH2:21][C@H:22]([N:27]2[CH2:32][CH2:31][N:30]([S:33]([CH3:36])(=[O:34])=[O:35])[CH2:29][CH2:28]2)[C:23]([OH:25])=[O:24])(=[O:19])=[O:18])=[CH:15][CH:16]=1)[C:4]1[CH:9]=[CH:8][CH:7]=[CH:6][CH:5]=1. The yield is 0.860. (5) The reactants are CC(OC(/N=N/C(OC(C)C)=O)=O)C.[OH:15][C:16]1[CH:25]=[CH:24][C:19]([C:20]([O:22][CH3:23])=[O:21])=[CH:18][CH:17]=1.[Cl:26][C:27]1[CH:28]=[C:29]([CH2:33]O)[CH:30]=[N:31][CH:32]=1.C1C=CC(P(C2C=CC=CC=2)C2C=CC=CC=2)=CC=1. The catalyst is C1COCC1.O. The product is [Cl:26][C:27]1[CH:28]=[C:29]([CH2:33][O:15][C:16]2[CH:17]=[CH:18][C:19]([C:20]([O:22][CH3:23])=[O:21])=[CH:24][CH:25]=2)[CH:30]=[N:31][CH:32]=1. The yield is 0.680. (6) The reactants are [N+:1]([C:4]1[C:10]([N:11]2[CH2:16][CH2:15][CH2:14][CH2:13][CH2:12]2)=[CH:9][CH:8]=[CH:7][C:5]=1[NH2:6])([O-])=O. The catalyst is CO.[Pd]. The product is [N:11]1([C:10]2[CH:9]=[CH:8][CH:7]=[C:5]([NH2:6])[C:4]=2[NH2:1])[CH2:12][CH2:13][CH2:14][CH2:15][CH2:16]1. The yield is 0.760. (7) The reactants are [F:1][C:2]1[CH:7]=[C:6]([N+:8]([O-:10])=[O:9])[CH:5]=[CH:4][C:3]=1[OH:11].[H-].[Na+].[NH2:14][C:15]1[CH:20]=[C:19](Cl)[N:18]=[CH:17][N:16]=1.[OH-].[Na+]. The catalyst is CS(C)=O. The product is [F:1][C:2]1[CH:7]=[C:6]([N+:8]([O-:10])=[O:9])[CH:5]=[CH:4][C:3]=1[O:11][C:19]1[N:18]=[CH:17][N:16]=[C:15]([NH2:14])[CH:20]=1. The yield is 0.160.